This data is from Forward reaction prediction with 1.9M reactions from USPTO patents (1976-2016). The task is: Predict the product of the given reaction. Given the reactants Cl.[Cl:2][C:3]1[C:4]([NH:21][C@@H:22]([C:24]([NH:26][CH2:27][CH:28]2[CH2:33][CH2:32][CH2:31][CH2:30][CH2:29]2)=[O:25])[CH3:23])=[N:5][CH:6]=[C:7](/[CH:9]=[CH:10]/[C:11](=[O:20])[NH:12][O:13]C2CCCCO2)[CH:8]=1, predict the reaction product. The product is: [Cl:2][C:3]1[C:4]([NH:21][C@@H:22]([C:24]([NH:26][CH2:27][CH:28]2[CH2:29][CH2:30][CH2:31][CH2:32][CH2:33]2)=[O:25])[CH3:23])=[N:5][CH:6]=[C:7](/[CH:9]=[CH:10]/[C:11]([NH:12][OH:13])=[O:20])[CH:8]=1.